Dataset: Reaction yield outcomes from USPTO patents with 853,638 reactions. Task: Predict the reaction yield, written as a fraction of the theoretical maximum amount of product (1.0 means a 100% yield; for example, 0.34 means a 34% yield). (1) The reactants are [NH2:1][C:2]1C(O)=NC=[N:6][C:7]=1[NH2:8].[OH-].[Na+].Br[CH:13](Br)[C:14](=O)[C:15]([F:18])([F:17])[F:16]. No catalyst specified. The product is [F:16][C:15]([F:18])([F:17])[C:14]1[N:1]=[CH:2][C:7]([NH2:8])=[N:6][CH:13]=1. The yield is 0.150. (2) The reactants are [CH3:1][C:2]1[CH:3]=[C:4]([CH:8]=[CH:9][C:10]=1[CH3:11])[C:5]([OH:7])=O.N[NH:13][C@@H:14]([CH2:19][OH:20])[CH2:15][CH:16]([CH3:18])[CH3:17]. No catalyst specified. The product is [OH:20][CH2:19][C@H:14]([NH:13][C:5](=[O:7])[C:4]1[CH:8]=[CH:9][C:10]([CH3:11])=[C:2]([CH3:1])[CH:3]=1)[CH2:15][CH:16]([CH3:18])[CH3:17]. The yield is 0.750. (3) The reactants are O[C:2]1[CH:3]=[C:4]([NH:8][C:9]2[N:14]=[C:13]([NH:15][C:16]3[CH:21]=[CH:20][CH:19]=[C:18](O)[CH:17]=3)[C:12]([F:23])=[CH:11][N:10]=2)[CH:5]=[CH:6][CH:7]=1.[NH2:24][C:25]1C=C(C=CC=1)C#N.Cl[C:34]1N=C(Cl)C(F)=C[N:35]=1. No catalyst specified. The product is [C:25]([C:2]1[CH:3]=[C:4]([NH:8][C:9]2[N:14]=[C:13]([NH:15][C:16]3[CH:21]=[CH:20][CH:19]=[C:18]([C:34]#[N:35])[CH:17]=3)[C:12]([F:23])=[CH:11][N:10]=2)[CH:5]=[CH:6][CH:7]=1)#[N:24]. The yield is 0.760. (4) The reactants are [F:1][C:2]1[CH:3]=[C:4]([CH:6]=[CH:7][C:8]=1[F:9])[NH2:5].C(N(CC)CC)C.[C:17](OC(=O)C)(=[O:19])[CH3:18]. The product is [F:1][C:2]1[CH:3]=[C:4]([NH:5][C:17](=[O:19])[CH3:18])[CH:6]=[CH:7][C:8]=1[F:9]. The catalyst is ClCCl. The yield is 0.910. (5) The reactants are C[O:2][C:3](=[O:39])[CH:4]([NH:26][S:27]([C:30]1[C:35]([CH3:36])=[CH:34][C:33]([CH3:37])=[CH:32][C:31]=1[CH3:38])(=[O:29])=[O:28])[CH2:5][NH:6][C:7]([C:9]1[S:10][C:11]([C:14](=[O:25])[NH:15][CH2:16][CH2:17][NH:18][C:19]2[CH:24]=[CH:23][CH:22]=[CH:21][N:20]=2)=[CH:12][CH:13]=1)=[O:8].[OH-].[Li+].C(O)(=O)C. The catalyst is C(#N)C.C(OCC)(=O)C. The product is [N:20]1[CH:21]=[CH:22][CH:23]=[CH:24][C:19]=1[NH:18][CH2:17][CH2:16][NH:15][C:14]([C:11]1[S:10][C:9]([C:7]([NH:6][CH2:5][CH:4]([NH:26][S:27]([C:30]2[C:31]([CH3:38])=[CH:32][C:33]([CH3:37])=[CH:34][C:35]=2[CH3:36])(=[O:29])=[O:28])[C:3]([OH:39])=[O:2])=[O:8])=[CH:13][CH:12]=1)=[O:25]. The yield is 0.860.